Dataset: Full USPTO retrosynthesis dataset with 1.9M reactions from patents (1976-2016). Task: Predict the reactants needed to synthesize the given product. (1) Given the product [C:2]1([P:8]2(=[O:14])[CH2:9][CH2:10][NH:11][CH2:12][CH2:13]2)[CH:3]=[CH:4][CH:5]=[CH:6][CH:7]=1, predict the reactants needed to synthesize it. The reactants are: Cl.[C:2]1([P:8]2(=[O:14])[CH2:13][CH2:12][NH:11][CH2:10][CH2:9]2)[CH:7]=[CH:6][CH:5]=[CH:4][CH:3]=1.CC[NH+](CC)CC.CC[NH+](CC)CC.C([O-])([O-])=O. (2) The reactants are: [Cl:1][C:2]1[CH:3]=[C:4]([C:8]2[CH:13]=[CH:12][C:11]([CH2:14][C@@H:15]([NH:24][C:25]([C:27]3[NH:31][C:30](=[O:32])[O:29][N:28]=3)=[O:26])[CH2:16][C@@H:17]([CH3:23])[C:18]([O:20]CC)=[O:19])=[CH:10][CH:9]=2)[CH:5]=[CH:6][CH:7]=1.[OH-].[Na+]. Given the product [Cl:1][C:2]1[CH:3]=[C:4]([C:8]2[CH:9]=[CH:10][C:11]([CH2:14][C@@H:15]([NH:24][C:25]([C:27]3[NH:31][C:30](=[O:32])[O:29][N:28]=3)=[O:26])[CH2:16][C@@H:17]([CH3:23])[C:18]([OH:20])=[O:19])=[CH:12][CH:13]=2)[CH:5]=[CH:6][CH:7]=1, predict the reactants needed to synthesize it. (3) Given the product [Cl:1][C:2]1[CH:10]=[C:9]2[C:5]([C:6]([C:11](=[O:16])[C:12]([F:13])([F:14])[F:15])=[CH:7][N:8]2[CH2:24][CH:25]([CH3:27])[CH3:26])=[CH:4][CH:3]=1, predict the reactants needed to synthesize it. The reactants are: [Cl:1][C:2]1[CH:10]=[C:9]2[C:5]([C:6]([C:11](=[O:16])[C:12]([F:15])([F:14])[F:13])=[CH:7][NH:8]2)=[CH:4][CH:3]=1.C(=O)([O-])[O-].[K+].[K+].Br[CH2:24][CH:25]([CH3:27])[CH3:26]. (4) The reactants are: [C:1](/[N:3]=[C:4](\[S:14][CH3:15])/[NH:5][C:6]1[CH:11]=[C:10]([Cl:12])[CH:9]=[C:8]([Cl:13])[CH:7]=1)#[N:2].[H-].[Na+].Br[CH2:19][C:20]1[CH:25]=[CH:24][CH:23]=[CH:22][CH:21]=1. Given the product [CH2:19]([N:5]([C:6]1[CH:7]=[C:8]([Cl:13])[CH:9]=[C:10]([Cl:12])[CH:11]=1)/[C:4](/[S:14][CH3:15])=[N:3]/[C:1]#[N:2])[C:20]1[CH:25]=[CH:24][CH:23]=[CH:22][CH:21]=1, predict the reactants needed to synthesize it. (5) Given the product [CH2:15]([N:11]1[C:12]2[C:7](=[C:6]([OH:32])[C:5]([C:3]([NH:33][CH2:34][CH2:35][C:36]([OH:38])=[O:37])=[O:4])=[N:14][CH:13]=2)[CH:8]=[C:9]([C:23]2[CH:28]=[C:27]([F:29])[CH:26]=[CH:25][C:24]=2[O:30][CH3:31])[C:10]1=[O:22])[C:16]1[CH:17]=[CH:18][CH:19]=[CH:20][CH:21]=1, predict the reactants needed to synthesize it. The reactants are: CO[C:3]([C:5]1[C:6]([OH:32])=[C:7]2[C:12](=[CH:13][N:14]=1)[N:11]([CH2:15][C:16]1[CH:21]=[CH:20][CH:19]=[CH:18][CH:17]=1)[C:10](=[O:22])[C:9]([C:23]1[CH:28]=[C:27]([F:29])[CH:26]=[CH:25][C:24]=1[O:30][CH3:31])=[CH:8]2)=[O:4].[NH2:33][CH2:34][CH2:35][C:36]([OH:38])=[O:37].C[O-].[Na+]. (6) Given the product [CH2:37]([N:36]([CH2:30][CH2:31][CH2:32][CH2:33][CH2:34][CH3:35])[C:12]([C:11]1[C:2](=[O:1])[NH:3][C:4]2[C:9]([CH:10]=1)=[CH:8][CH:7]=[CH:6][CH:5]=2)=[O:14])[CH2:38][CH2:39][CH2:40][CH2:41][CH3:42], predict the reactants needed to synthesize it. The reactants are: [O:1]=[C:2]1[C:11]([C:12]([OH:14])=O)=[CH:10][C:9]2[C:4](=[CH:5][CH:6]=[CH:7][CH:8]=2)[NH:3]1.CN1CCOCC1.C(Cl)(=O)OCC(C)C.[CH2:30]([NH:36][CH2:37][CH2:38][CH2:39][CH2:40][CH2:41][CH3:42])[CH2:31][CH2:32][CH2:33][CH2:34][CH3:35]. (7) Given the product [CH3:1][O:2][C:3]1[CH:4]=[C:5]2[C:10](=[CH:11][C:12]=1[O:13][CH3:14])[N:9]=[CH:8][CH:7]=[C:6]2[O:15][C:16]1[CH:21]=[CH:20][C:19]([NH:22][CH2:23][CH2:24][O:25][C:26]2[C:31]([CH3:32])=[CH:30][CH:29]=[CH:28][C:27]=2[CH3:33])=[C:18]([CH3:35])[C:17]=1[CH3:36], predict the reactants needed to synthesize it. The reactants are: [CH3:1][O:2][C:3]1[CH:4]=[C:5]2[C:10](=[CH:11][C:12]=1[O:13][CH3:14])[N:9]=[CH:8][CH:7]=[C:6]2[O:15][C:16]1[CH:21]=[CH:20][C:19]([NH:22][C:23](=O)[CH2:24][O:25][C:26]2[C:31]([CH3:32])=[CH:30][CH:29]=[CH:28][C:27]=2[CH3:33])=[C:18]([CH3:35])[C:17]=1[CH3:36].Cl.[OH-].[Na+].